Dataset: NCI-60 drug combinations with 297,098 pairs across 59 cell lines. Task: Regression. Given two drug SMILES strings and cell line genomic features, predict the synergy score measuring deviation from expected non-interaction effect. (1) Drug 1: CC1=CC=C(C=C1)C2=CC(=NN2C3=CC=C(C=C3)S(=O)(=O)N)C(F)(F)F. Drug 2: C1=CC=C(C=C1)NC(=O)CCCCCCC(=O)NO. Cell line: T-47D. Synergy scores: CSS=11.9, Synergy_ZIP=-3.74, Synergy_Bliss=-2.81, Synergy_Loewe=-25.6, Synergy_HSA=-4.60. (2) Drug 1: CC1OCC2C(O1)C(C(C(O2)OC3C4COC(=O)C4C(C5=CC6=C(C=C35)OCO6)C7=CC(=C(C(=C7)OC)O)OC)O)O. Drug 2: C1=NC2=C(N1)C(=S)N=C(N2)N. Cell line: U251. Synergy scores: CSS=49.9, Synergy_ZIP=-2.82, Synergy_Bliss=-3.38, Synergy_Loewe=0.631, Synergy_HSA=2.94. (3) Drug 1: CCCCC(=O)OCC(=O)C1(CC(C2=C(C1)C(=C3C(=C2O)C(=O)C4=C(C3=O)C=CC=C4OC)O)OC5CC(C(C(O5)C)O)NC(=O)C(F)(F)F)O. Drug 2: COC1=C2C(=CC3=C1OC=C3)C=CC(=O)O2. Cell line: SW-620. Synergy scores: CSS=49.2, Synergy_ZIP=4.84, Synergy_Bliss=6.62, Synergy_Loewe=-9.32, Synergy_HSA=5.27. (4) Drug 1: C1CC(=O)NC(=O)C1N2CC3=C(C2=O)C=CC=C3N. Drug 2: CN(C)C1=NC(=NC(=N1)N(C)C)N(C)C. Cell line: NCI/ADR-RES. Synergy scores: CSS=3.69, Synergy_ZIP=-0.0769, Synergy_Bliss=0.618, Synergy_Loewe=0.539, Synergy_HSA=-0.884. (5) Drug 1: CC1=C(C(CCC1)(C)C)C=CC(=CC=CC(=CC(=O)O)C)C. Drug 2: COC1=NC(=NC2=C1N=CN2C3C(C(C(O3)CO)O)O)N. Cell line: DU-145. Synergy scores: CSS=-4.30, Synergy_ZIP=-4.76, Synergy_Bliss=-14.5, Synergy_Loewe=-13.5, Synergy_HSA=-13.6. (6) Drug 1: CN1CCC(CC1)COC2=C(C=C3C(=C2)N=CN=C3NC4=C(C=C(C=C4)Br)F)OC. Drug 2: C1CC(=O)NC(=O)C1N2CC3=C(C2=O)C=CC=C3N. Cell line: HL-60(TB). Synergy scores: CSS=0.635, Synergy_ZIP=-1.60, Synergy_Bliss=-6.36, Synergy_Loewe=-13.6, Synergy_HSA=-13.2.